This data is from Full USPTO retrosynthesis dataset with 1.9M reactions from patents (1976-2016). The task is: Predict the reactants needed to synthesize the given product. The reactants are: [H-].[Na+].[Br:3][C:4]1[CH:9]=[CH:8][C:7]([CH2:10][CH2:11][NH:12][C:13](=[O:19])[O:14][C:15]([CH3:18])([CH3:17])[CH3:16])=[CH:6][CH:5]=1.[CH3:20]I.CO. Given the product [Br:3][C:4]1[CH:5]=[CH:6][C:7]([CH2:10][CH2:11][N:12]([CH3:20])[C:13](=[O:19])[O:14][C:15]([CH3:16])([CH3:18])[CH3:17])=[CH:8][CH:9]=1, predict the reactants needed to synthesize it.